This data is from Peptide-MHC class I binding affinity with 185,985 pairs from IEDB/IMGT. The task is: Regression. Given a peptide amino acid sequence and an MHC pseudo amino acid sequence, predict their binding affinity value. This is MHC class I binding data. The peptide sequence is NRDVSFQDL. The MHC is HLA-A24:03 with pseudo-sequence HLA-A24:03. The binding affinity (normalized) is 0.0847.